This data is from Forward reaction prediction with 1.9M reactions from USPTO patents (1976-2016). The task is: Predict the product of the given reaction. (1) The product is: [CH3:31][C:5]([S:22]([C:25]1[CH:29]=[CH:28][O:27][C:26]=1[CH3:30])(=[O:24])=[O:23])([CH2:6][C:7]1[CH:12]=[CH:11][C:10]([O:13][CH2:14][CH2:15][N:16]2[CH2:17][CH2:18][CH2:19][CH2:20][CH2:21]2)=[CH:9][CH:8]=1)[C:4]([OH:32])=[O:3]. Given the reactants C([O:3][C:4](=[O:32])[C:5]([CH3:31])([S:22]([C:25]1[CH:29]=[CH:28][O:27][C:26]=1[CH3:30])(=[O:24])=[O:23])[CH2:6][C:7]1[CH:12]=[CH:11][C:10]([O:13][CH2:14][CH2:15][N:16]2[CH2:21][CH2:20][CH2:19][CH2:18][CH2:17]2)=[CH:9][CH:8]=1)C, predict the reaction product. (2) Given the reactants [OH-].[K+].Cl.[CH2:4]([NH2:6])[CH3:5].[C:7]([N:12]1[CH2:17][CH:16]([CH3:18])[C:15](=O)[CH:14]([CH3:20])[CH2:13]1)([O:9][CH2:10][CH3:11])=[O:8].C([BH3-])#N.[Na+], predict the reaction product. The product is: [CH2:4]([NH:6][CH:15]1[CH:16]([CH3:18])[CH2:17][N:12]([C:7]([O:9][CH2:10][CH3:11])=[O:8])[CH2:13][CH:14]1[CH3:20])[CH3:5]. (3) Given the reactants C1(P(C2C=CC=CC=2)C2C3OC4C(=CC=CC=4P(C4C=CC=CC=4)C4C=CC=CC=4)C(C)(C)C=3C=CC=2)C=CC=CC=1.C(=O)([O-])[O-].[K+].[K+].[CH3:49][NH:50][C:51]([NH2:53])=[O:52].Cl[C:55]1[CH:60]=[C:59]([C:61]([F:64])([F:63])[F:62])[CH:58]=[CH:57][N:56]=1, predict the reaction product. The product is: [CH3:49][NH:50][C:51]([NH:53][C:55]1[CH:60]=[C:59]([C:61]([F:64])([F:63])[F:62])[CH:58]=[CH:57][N:56]=1)=[O:52]. (4) Given the reactants [CH3:1][C:2]([CH3:6])([CH3:5])[CH2:3][NH2:4].[N:7]([C:10]1[CH:11]=[CH:12][C:13]([O:16][C:17](=[O:26])[N:18]([CH3:25])[C:19]2[CH:24]=[CH:23][CH:22]=[CH:21][CH:20]=2)=[N:14][CH:15]=1)=[C:8]=[S:9], predict the reaction product. The product is: [CH3:1][C:2]([CH3:6])([CH3:5])[CH2:3][NH:4][C:8](=[S:9])[NH:7][C:10]1[CH:11]=[CH:12][C:13]([O:16][C:17](=[O:26])[N:18]([CH3:25])[C:19]2[CH:24]=[CH:23][CH:22]=[CH:21][CH:20]=2)=[N:14][CH:15]=1. (5) Given the reactants [CH3:1][O:2][CH2:3][CH2:4][N:5]1[C:14]2[CH:15]=[C:16]([O:19][CH2:20][C@@H:21]([NH:26]C(=O)OC(C)(C)C)[CH2:22][CH:23]([CH3:25])[CH3:24])[CH:17]=[CH:18][C:13]=2[C:12]2[C:7](=[CH:8][N:9]=[CH:10][CH:11]=2)[C:6]1=[O:34].Cl.O1CCOCC1, predict the reaction product. The product is: [NH2:26][C@@H:21]([CH2:22][CH:23]([CH3:25])[CH3:24])[CH2:20][O:19][C:16]1[CH:17]=[CH:18][C:13]2[C:12]3[C:7](=[CH:8][N:9]=[CH:10][CH:11]=3)[C:6](=[O:34])[N:5]([CH2:4][CH2:3][O:2][CH3:1])[C:14]=2[CH:15]=1. (6) Given the reactants [CH3:1][N:2]1[CH:6]=[C:5]([C:7]2[CH:20]=[CH:19][C:10]3[N:11]=[C:12]([N:14]4[CH2:17][CH:16]([OH:18])[CH2:15]4)[S:13][C:9]=3[CH:8]=2)[CH:4]=[N:3]1.CC(OI1(OC(C)=O)(OC(C)=O)OC(=O)C2C=CC=CC1=2)=O.CC(C)=O.CS(C)=O, predict the reaction product. The product is: [CH3:1][N:2]1[CH:6]=[C:5]([C:7]2[CH:20]=[CH:19][C:10]3[N:11]=[C:12]([N:14]4[CH2:15][C:16](=[O:18])[CH2:17]4)[S:13][C:9]=3[CH:8]=2)[CH:4]=[N:3]1. (7) The product is: [C:7]([C:11]1[CH:12]=[CH:13][C:14]([C:17]2[S:18][C:19]([CH2:22][OH:23])=[CH:20][N:21]=2)=[CH:15][CH:16]=1)([CH3:10])([CH3:8])[CH3:9]. Given the reactants [H-].[Al+3].[Li+].[H-].[H-].[H-].[C:7]([C:11]1[CH:16]=[CH:15][C:14]([C:17]2[S:18][C:19]([C:22](OC)=[O:23])=[CH:20][N:21]=2)=[CH:13][CH:12]=1)([CH3:10])([CH3:9])[CH3:8].O.O.O.O.O.O.O.O.O.O.S([O-])([O-])(=O)=O.[Mg+2], predict the reaction product. (8) The product is: [CH3:1][O:2][C:3]([C:5]1([CH2:44][C:39]2[CH:40]=[CH:41][CH:42]=[CH:43][N:38]=2)[CH2:10][N:9]([C:11]([O:13][C:14]([CH3:17])([CH3:15])[CH3:16])=[O:12])[CH2:8][CH2:7][N:6]1[C:18]([O:20][CH2:21][C:22]1[CH:27]=[CH:26][CH:25]=[CH:24][CH:23]=1)=[O:19])=[O:4]. Given the reactants [CH3:1][O:2][C:3]([CH:5]1[CH2:10][N:9]([C:11]([O:13][C:14]([CH3:17])([CH3:16])[CH3:15])=[O:12])[CH2:8][CH2:7][N:6]1[C:18]([O:20][CH2:21][C:22]1[CH:27]=[CH:26][CH:25]=[CH:24][CH:23]=1)=[O:19])=[O:4].C[Si]([N-][Si](C)(C)C)(C)C.[K+].[N:38]1[CH:43]=[CH:42][CH:41]=[CH:40][C:39]=1[CH2:44]Cl.C(=O)(O)[O-].[Na+], predict the reaction product.